Dataset: TCR-epitope binding with 47,182 pairs between 192 epitopes and 23,139 TCRs. Task: Binary Classification. Given a T-cell receptor sequence (or CDR3 region) and an epitope sequence, predict whether binding occurs between them. (1) The epitope is TEKSNIIRGW. The TCR CDR3 sequence is CASSMAGGGIGYTF. Result: 1 (the TCR binds to the epitope). (2) The epitope is YIFFASFYY. The TCR CDR3 sequence is CSVEAVSSYEQYF. Result: 0 (the TCR does not bind to the epitope). (3) Result: 1 (the TCR binds to the epitope). The epitope is YLDAYNMMI. The TCR CDR3 sequence is CSVVVVAKNIQYF. (4) The epitope is RAKFKQLL. The TCR CDR3 sequence is CSVGAGEGEQFF. Result: 1 (the TCR binds to the epitope). (5) The epitope is KLSALGINAV. The TCR CDR3 sequence is CASSPSVAKNIQYF. Result: 0 (the TCR does not bind to the epitope). (6) The epitope is RLFRKSNLK. The TCR CDR3 sequence is CASSLSYSTLSYEQYF. Result: 0 (the TCR does not bind to the epitope). (7) The TCR CDR3 sequence is CASIKGLMNTEAFF. The epitope is NLVPMVATV. Result: 1 (the TCR binds to the epitope).